Task: Predict the reactants needed to synthesize the given product.. Dataset: Full USPTO retrosynthesis dataset with 1.9M reactions from patents (1976-2016) (1) Given the product [Cl:1][C:2]1[CH:3]=[C:4]([C:5]2[O:7][N:40]=[C:39]([C:41]3[CH:46]=[CH:45][C:44]([CH2:47][OH:48])=[N:43][C:42]=3[CH3:59])[N:38]=2)[CH:8]=[CH:9][C:10]=1[CH2:11][CH:12]([CH3:14])[CH3:13], predict the reactants needed to synthesize it. The reactants are: [Cl:1][C:2]1[CH:3]=[C:4]([CH:8]=[CH:9][C:10]=1[CH2:11][CH:12]([CH3:14])[CH3:13])[C:5]([OH:7])=O.ON1C2C=CC=CC=2N=N1.Cl.C(N=C=NCCCN(C)C)C.O[N:38]=[C:39]([C:41]1[C:42]([CH3:59])=[N:43][C:44]([CH2:47][O:48][Si](C(C)C)(C(C)C)C(C)C)=[CH:45][CH:46]=1)[NH2:40].[F-].C([N+](CCCC)(CCCC)CCCC)CCC.O1CCCC1. (2) Given the product [CH2:5]([N:3]1[CH:1]=[CH:11][C:10]([C:9]([O:13][CH2:14][CH3:15])=[O:12])=[CH:4]1)[CH3:6], predict the reactants needed to synthesize it. The reactants are: [CH:1]([N:3]([CH2:5][C:6](O)=O)[CH3:4])=O.[C:9]([O:13][CH2:14][CH3:15])(=[O:12])[C:10]#[CH:11].C(OC(=O)C)(=O)C. (3) Given the product [C:1]([O:5][C:6]([C@@H:8]1[N:12]([CH2:13][C:14]2[CH:15]=[CH:16][CH:17]=[CH:18][CH:19]=2)[C@@H:11]([CH:20]=[CH2:21])[C@H:10]([N:22]([CH3:36])[C:23]([O:25][CH2:26][C:27]2[CH:28]=[CH:29][CH:30]=[CH:31][CH:32]=2)=[O:24])[CH2:9]1)=[O:7])([CH3:2])([CH3:3])[CH3:4], predict the reactants needed to synthesize it. The reactants are: [C:1]([O:5][C:6]([C@@H:8]1[N:12]([CH2:13][C:14]2[CH:19]=[CH:18][CH:17]=[CH:16][CH:15]=2)[C@@H:11]([CH:20]=[CH2:21])[C@H:10]([NH:22][C:23]([O:25][CH2:26][C:27]2[CH:32]=[CH:31][CH:30]=[CH:29][CH:28]=2)=[O:24])[CH2:9]1)=[O:7])([CH3:4])([CH3:3])[CH3:2].[H-].[Na+].I[CH3:36]. (4) Given the product [Cl:22][C:17]1[CH:16]=[C:15]([NH:14][C:5]2[C:4]3[C:9](=[CH:10][CH:11]=[C:2]([NH:1][CH2:31][C:30]4[C:25]([O:24][CH3:23])=[N:26][CH:27]=[CH:28][CH:29]=4)[CH:3]=3)[N:8]=[CH:7][C:6]=2[C:12]#[N:13])[CH:20]=[CH:19][C:18]=1[F:21], predict the reactants needed to synthesize it. The reactants are: [NH2:1][C:2]1[CH:3]=[C:4]2[C:9](=[CH:10][CH:11]=1)[N:8]=[CH:7][C:6]([C:12]#[N:13])=[C:5]2[NH:14][C:15]1[CH:20]=[CH:19][C:18]([F:21])=[C:17]([Cl:22])[CH:16]=1.[CH3:23][O:24][C:25]1[C:30]([CH:31]=O)=[CH:29][CH:28]=[CH:27][N:26]=1.[BH3-]C#N.[Na+]. (5) Given the product [CH:1]1([O:6][C:7]([NH:9][C:10]2[CH:11]=[C:12]3[C:16](=[CH:17][CH:18]=2)[N:15]([CH3:19])[CH:14]=[C:13]3[CH2:20][C:21]2[CH:30]=[CH:29][C:24]([C:25]([O-:27])=[O:26])=[CH:23][C:22]=2[O:31][CH3:32])=[O:8])[CH2:2][CH2:3][CH2:4][CH2:5]1.[Na+:34], predict the reactants needed to synthesize it. The reactants are: [CH:1]1([O:6][C:7]([NH:9][C:10]2[CH:11]=[C:12]3[C:16](=[CH:17][CH:18]=2)[N:15]([CH3:19])[CH:14]=[C:13]3[CH2:20][C:21]2[CH:30]=[CH:29][C:24]([C:25]([O:27]C)=[O:26])=[CH:23][C:22]=2[O:31][CH3:32])=[O:8])[CH2:5][CH2:4][CH2:3][CH2:2]1.[OH-].[Na+:34].O1CCOCC1.CO. (6) Given the product [NH2:32][C:33]1([C:48]([NH:60][C@H:58]([C:55]2[CH:56]=[CH:57][C:52]([Cl:51])=[CH:53][CH:54]=2)[CH3:59])=[O:50])[CH2:34][CH2:35][N:36]([C:39]2[C:40]3[CH:47]=[CH:46][NH:45][C:41]=3[N:42]=[CH:43][N:44]=2)[CH2:37][CH2:38]1, predict the reactants needed to synthesize it. The reactants are: F[P-](F)(F)(F)(F)F.N1(OC(N(C)C)=[N+](C)C)C2N=CC=CC=2N=N1.C(OC([NH:32][C:33]1([C:48]([OH:50])=O)[CH2:38][CH2:37][N:36]([C:39]2[C:40]3[CH:47]=[CH:46][NH:45][C:41]=3[N:42]=[CH:43][N:44]=2)[CH2:35][CH2:34]1)=O)(C)(C)C.[Cl:51][C:52]1[CH:57]=[CH:56][C:55]([C@@H:58]([NH2:60])[CH3:59])=[CH:54][CH:53]=1.CCN(C(C)C)C(C)C. (7) The reactants are: C([O:5][C:6]([C:8]1[O:9][C:10]2[CH:17]=[CH:16][CH:15]=[C:14]([OH:18])[C:11]=2[C:12]=1[CH3:13])=[O:7])(C)(C)C. Given the product [OH:18][C:14]1[C:11]2[C:12]([CH3:13])=[C:8]([C:6]([OH:7])=[O:5])[O:9][C:10]=2[CH:17]=[CH:16][CH:15]=1, predict the reactants needed to synthesize it.